Predict the reactants needed to synthesize the given product. From a dataset of Full USPTO retrosynthesis dataset with 1.9M reactions from patents (1976-2016). (1) Given the product [C:10]([C@@H:13]([C@H:15]([C:17]([OH:19])=[O:18])[OH:16])[OH:14])([OH:12])=[O:11].[C:5](#[N:6])[C:4]1[CH:7]=[CH:8][CH:9]=[CH:2][CH:3]=1, predict the reactants needed to synthesize it. The reactants are: Br[C:2]1[CH:3]=[C:4]([CH:7]=[CH:8][CH:9]=1)[C:5]#[N:6].[C:10]([C@@H:13]([C@H:15]([C:17]([O-:19])=[O:18])[OH:16])[OH:14])([O-:12])=[O:11]. (2) Given the product [Cl:9][C:6]1[N:5]=[C:4]([S:10][CH3:11])[N:3]=[C:2]([N:13]([CH3:12])[CH2:14][C:15]2[S:16][CH:17]=[CH:18][N:19]=2)[C:7]=1[F:8], predict the reactants needed to synthesize it. The reactants are: Cl[C:2]1[C:7]([F:8])=[C:6]([Cl:9])[N:5]=[C:4]([S:10][CH3:11])[N:3]=1.[CH3:12][NH:13][CH2:14][C:15]1[S:16][CH:17]=[CH:18][N:19]=1.C(N(CC)CC)C. (3) Given the product [F:27][C:25]1[CH:26]=[C:21]([CH:16]2[CH2:15][CH2:14][C:13]3[C:18](=[CH:19][CH:20]=[C:11]([O:10][C:7]4[CH:6]=[CH:5][C:4]([N+:1]([O-:3])=[O:2])=[CH:9][N:8]=4)[CH:12]=3)[O:17]2)[CH:22]=[CH:23][CH:24]=1, predict the reactants needed to synthesize it. The reactants are: [N+:1]([C:4]1[CH:5]=[CH:6][C:7]([O:10][C:11]2[CH:12]=[C:13]3[C:18](=[CH:19][CH:20]=2)[O:17][CH:16]([C:21]2[CH:26]=[CH:25][CH:24]=[CH:23][CH:22]=2)[CH2:15][CH2:14]3)=[N:8][CH:9]=1)([O-:3])=[O:2].[F:27]C1C=C(C2CCC3C(=CC=C(O)C=3)O2)C=CC=1. (4) Given the product [Br:5][C:6]1[CH:7]=[N:8][N:9]([CH:11]2[CH2:16][CH2:15][N:14]([CH:20]3[CH2:22][CH2:21]3)[CH2:13][CH2:12]2)[CH:10]=1, predict the reactants needed to synthesize it. The reactants are: C(O)(=O)C.[Br:5][C:6]1[CH:7]=[N:8][N:9]([CH:11]2[CH2:16][CH2:15][NH:14][CH2:13][CH2:12]2)[CH:10]=1.C(O[C:20]1(O[Si](C)(C)C)[CH2:22][CH2:21]1)C.C([BH3-])#N.[Na+]. (5) Given the product [C:1]([O:5][C:6]([NH:8][C@@H:9]1[C:23](=[O:24])[N:22]2[CH2:25][C@H:26]([O:28][C:29]([N:31]3[CH2:39][C:38]4[C:33](=[CH:34][CH:35]=[CH:36][C:37]=4[F:40])[CH2:32]3)=[O:30])[CH2:27][C@H:21]2[C:20](=[O:41])[NH:19][C@:18]2([C:43]([OH:45])=[O:44])[CH2:42][C@H:17]2[CH:16]=[CH:15][CH2:14][CH2:13][O:12][CH2:11][CH2:10]1)=[O:7])([CH3:4])([CH3:2])[CH3:3], predict the reactants needed to synthesize it. The reactants are: [C:1]([O:5][C:6]([NH:8][C@@H:9]1[C:23](=[O:24])[N:22]2[CH2:25][C@H:26]([O:28][C:29]([N:31]3[CH2:39][C:38]4[C:33](=[CH:34][CH:35]=[CH:36][C:37]=4[F:40])[CH2:32]3)=[O:30])[CH2:27][C@H:21]2[C:20](=[O:41])[NH:19][C@:18]2([C:43]([O:45]CC)=[O:44])[CH2:42][C@H:17]2[CH:16]=[CH:15][CH2:14][CH2:13][O:12][CH2:11][CH2:10]1)=[O:7])([CH3:4])([CH3:3])[CH3:2].[OH-].[Na+].CCOCC. (6) Given the product [C:11]([O:19][CH2:5][CH2:4][C:3]([F:8])([F:7])[C:2]([Br:1])([F:10])[F:9])(=[O:18])[C:12]1[CH:17]=[CH:16][CH:15]=[CH:14][CH:13]=1, predict the reactants needed to synthesize it. The reactants are: [Br:1][C:2]([F:10])([F:9])[C:3]([F:8])([F:7])[CH2:4][CH2:5]Br.[C:11]([O-:19])(=[O:18])[C:12]1[CH:17]=[CH:16][CH:15]=[CH:14][CH:13]=1.[Na+].C1(C)C=CC=CC=1.O. (7) Given the product [Cl:38][C:2]1[C:3]2[CH:20]=[C:19]([CH2:21][N:22]3[CH2:26][CH2:25][CH2:24][CH2:23]3)[NH:18][C:4]=2[N:5]=[C:6]([NH:8][C:9](=[O:17])[CH2:10][CH2:11][CH2:12][CH2:13][CH2:14][CH2:15][CH3:16])[N:7]=1, predict the reactants needed to synthesize it. The reactants are: O=[C:2]1[NH:7][C:6]([NH:8][C:9](=[O:17])[CH2:10][CH2:11][CH2:12][CH2:13][CH2:14][CH2:15][CH3:16])=[N:5][C:4]2[NH:18][C:19]([CH2:21][N:22]3[CH2:26][CH2:25][CH2:24][CH2:23]3)=[CH:20][C:3]1=2.C1(N(C)C)C=CC=CC=1.O=P(Cl)(Cl)[Cl:38]. (8) Given the product [Cl:13][C:14]1[CH:15]=[C:16]([C:24]2[C:25](=[O:33])[NH:26][C:27]3=[N:28][CH:29]=[CH:30][N:31]=[C:32]3[C:23]=2[OH:22])[CH:17]=[CH:18][C:19]=1[Cl:20], predict the reactants needed to synthesize it. The reactants are: C([O-])(=O)C.C([O-])(=O)C.C([O-])(=O)C.[Cl:13][C:14]1[CH:15]=[C:16]([Pb+3])[CH:17]=[CH:18][C:19]=1[Cl:20].[OH:22][C:23]1[C:32]2[C:27](=[N:28][CH:29]=[CH:30][N:31]=2)[NH:26][C:25](=[O:33])[CH:24]=1. (9) Given the product [Br:1][C:2]1[CH:7]=[CH:6][C:5]([C:8]([NH:10][C:11]2[CH:21]=[CH:20][CH:19]=[CH:18][C:12]=2[C:13]([OH:15])=[O:14])=[O:9])=[CH:4][CH:3]=1, predict the reactants needed to synthesize it. The reactants are: [Br:1][C:2]1[CH:7]=[CH:6][C:5]([C:8]([NH:10][C:11]2[CH:21]=[CH:20][CH:19]=[CH:18][C:12]=2[C:13]([O:15]CC)=[O:14])=[O:9])=[CH:4][CH:3]=1.[OH-].[Na+].Cl. (10) Given the product [CH:24]1([C:10]2[CH:11]=[C:12]([C:14]3[CH:19]=[CH:18][C:17]([C:20]([F:23])([F:22])[F:21])=[CH:16][CH:15]=3)[CH:13]=[C:8]([C:4]3[CH:5]=[CH:6][CH:7]=[C:2]([C:29]4[CH:28]=[N:27][CH:32]=[CH:31][CH:30]=4)[CH:3]=3)[N:9]=2)[CH2:26][CH2:25]1, predict the reactants needed to synthesize it. The reactants are: Br[C:2]1[CH:3]=[C:4]([C:8]2[CH:13]=[C:12]([C:14]3[CH:19]=[CH:18][C:17]([C:20]([F:23])([F:22])[F:21])=[CH:16][CH:15]=3)[CH:11]=[C:10]([CH:24]3[CH2:26][CH2:25]3)[N:9]=2)[CH:5]=[CH:6][CH:7]=1.[N:27]1[CH:32]=[CH:31][CH:30]=[C:29](B(O)O)[CH:28]=1.